From a dataset of Full USPTO retrosynthesis dataset with 1.9M reactions from patents (1976-2016). Predict the reactants needed to synthesize the given product. (1) Given the product [ClH:1].[Cl:1][C:2]1[C:7]([F:8])=[CH:6][C:5]([C:9]2[N:10]=[C:11]([N:18]3[CH2:19][CH2:20][C:21](=[O:22])[CH2:26][CH2:27]3)[C:12]3[S:17][CH:16]=[CH:15][C:13]=3[N:14]=2)=[C:4]([F:28])[CH:3]=1, predict the reactants needed to synthesize it. The reactants are: [Cl:1][C:2]1[C:7]([F:8])=[CH:6][C:5]([C:9]2[N:10]=[C:11]([N:18]3[CH2:27][CH2:26][C:21]4(OCC[O:22]4)[CH2:20][CH2:19]3)[C:12]3[S:17][CH:16]=[CH:15][C:13]=3[N:14]=2)=[C:4]([F:28])[CH:3]=1.O.C1(C)C=CC(S(O)(=O)=O)=CC=1.C(#N)C.CC(C)=O. (2) Given the product [Cl:19][C:18]1[C:13]([O:11][C:3]2[N:2]=[CH:1][C:10]3[C:5]([CH:4]=2)=[CH:6][CH:7]=[CH:8][CH:9]=3)=[N:14][CH:15]=[C:16]([N+:20]([O-:22])=[O:21])[CH:17]=1, predict the reactants needed to synthesize it. The reactants are: [CH:1]1[C:10]2[C:5](=[CH:6][CH:7]=[CH:8][CH:9]=2)[CH:4]=[C:3]([OH:11])[N:2]=1.Cl[C:13]1[C:18]([Cl:19])=[CH:17][C:16]([N+:20]([O-:22])=[O:21])=[CH:15][N:14]=1. (3) Given the product [CH3:1][O:2][C:3]1[CH:4]=[CH:5][C:6]([CH2:7][N:8]2[C:13]3[S:14][CH:15]=[C:16]([CH:17]=[O:26])[C:12]=3[C:11]3=[N:19][CH:20]=[N:21][N:10]3[C:9]2=[O:22])=[CH:23][CH:24]=1, predict the reactants needed to synthesize it. The reactants are: [CH3:1][O:2][C:3]1[CH:24]=[CH:23][C:6]([CH2:7][N:8]2[C:13]3[S:14][CH:15]=[C:16]([CH:17]=C)[C:12]=3[C:11]3=[N:19][CH:20]=[N:21][N:10]3[C:9]2=[O:22])=[CH:5][CH:4]=1.I([O-])(=O)(=O)=[O:26].[Na+]. (4) Given the product [Cl:1][C:2]1([C:14]([F:26])=[O:16])[N:7]=[C:6]([NH:8][CH:9]2[CH2:13][CH2:12][CH2:11][CH2:10]2)[CH:5]=[CH:4][NH:3]1, predict the reactants needed to synthesize it. The reactants are: [Cl:1][C:2]1([C:14]([OH:16])=O)[N:7]=[C:6]([NH:8][CH:9]2[CH2:13][CH2:12][CH2:11][CH2:10]2)[CH:5]=[CH:4][NH:3]1.C(N(CC)CC)C.N1C(F)=NC(F)=NC=1[F:26]. (5) Given the product [CH3:1][O:2][C:3]1[CH:4]=[C:5]([C:11]2[C@@H:20]3[C@@H:15]([CH2:16][CH:17]=[CH:18][CH2:19]3)[C:14](=[O:21])[N:13]([CH:22]3[CH2:27][CH2:26][N:25]([CH2:35][CH2:34][S:31]([CH:30]=[CH2:29])(=[O:33])=[O:32])[CH2:24][CH2:23]3)[N:12]=2)[CH:6]=[CH:7][C:8]=1[O:9][CH3:10], predict the reactants needed to synthesize it. The reactants are: [CH3:1][O:2][C:3]1[CH:4]=[C:5]([C:11]2[C@@H:20]3[C@@H:15]([CH2:16][CH:17]=[CH:18][CH2:19]3)[C:14](=[O:21])[N:13]([CH:22]3[CH2:27][CH2:26][NH:25][CH2:24][CH2:23]3)[N:12]=2)[CH:6]=[CH:7][C:8]=1[O:9][CH3:10].Br[CH2:29][CH2:30][S:31]([CH2:34][CH2:35]Br)(=[O:33])=[O:32].C(=O)([O-])[O-].[K+].[K+].O. (6) Given the product [C:20]1([CH:14]([C:8]2[CH:9]=[CH:10][CH:11]=[CH:12][CH:13]=2)[N:15]2[CH2:18][CH:17]([O:19][S:27]([CH3:26])(=[O:29])=[O:28])[CH2:16]2)[CH:21]=[CH:22][CH:23]=[CH:24][CH:25]=1, predict the reactants needed to synthesize it. The reactants are: C(N(CC)CC)C.[C:8]1([CH:14]([C:20]2[CH:25]=[CH:24][CH:23]=[CH:22][CH:21]=2)[N:15]2[CH2:18][CH:17]([OH:19])[CH2:16]2)[CH:13]=[CH:12][CH:11]=[CH:10][CH:9]=1.[CH3:26][S:27](Cl)(=[O:29])=[O:28].